Dataset: Peptide-MHC class II binding affinity with 134,281 pairs from IEDB. Task: Regression. Given a peptide amino acid sequence and an MHC pseudo amino acid sequence, predict their binding affinity value. This is MHC class II binding data. (1) The peptide sequence is AFPLDGDNLFPKV. The MHC is DRB1_0401 with pseudo-sequence DRB1_0401. The binding affinity (normalized) is 0.317. (2) The peptide sequence is EQCGRQAGGKLCPNN. The MHC is HLA-DPA10201-DPB10501 with pseudo-sequence HLA-DPA10201-DPB10501. The binding affinity (normalized) is 0. (3) The peptide sequence is AGLGLRSAISSGLGS. The MHC is HLA-DQA10201-DQB10202 with pseudo-sequence HLA-DQA10201-DQB10202. The binding affinity (normalized) is 0.133.